From a dataset of Full USPTO retrosynthesis dataset with 1.9M reactions from patents (1976-2016). Predict the reactants needed to synthesize the given product. (1) Given the product [C:16]([O:24][CH2:2][C:3]([C:5]1[CH:10]=[C:9]([C:11]([F:14])([F:13])[F:12])[CH:8]=[C:7]([Br:15])[CH:6]=1)=[O:4])(=[O:23])[CH2:17][CH2:18][C:19]([O:21][CH3:22])=[O:20], predict the reactants needed to synthesize it. The reactants are: Br[CH2:2][C:3]([C:5]1[CH:10]=[C:9]([C:11]([F:14])([F:13])[F:12])[CH:8]=[C:7]([Br:15])[CH:6]=1)=[O:4].[C:16]([O:24]CC(C1C=C(C(F)(F)F)C=C(Cl)C=1)=O)(=[O:23])[CH2:17][CH2:18][C:19]([O:21][CH3:22])=[O:20]. (2) Given the product [Br:1][C:2]1[CH:7]=[C:6]([O:8][C:9]2[CH:14]=[CH:13][CH:12]=[CH:11][CH:10]=2)[CH:5]=[CH:4][C:3]=1[CH:15]([OH:16])[CH2:17][N:18]1[CH:22]=[CH:21][N:20]=[N:19]1, predict the reactants needed to synthesize it. The reactants are: [Br:1][C:2]1[CH:7]=[C:6]([O:8][C:9]2[CH:14]=[CH:13][CH:12]=[CH:11][CH:10]=2)[CH:5]=[CH:4][C:3]=1[CH:15]1[CH2:17][O:16]1.[NH:18]1[CH:22]=[CH:21][N:20]=[N:19]1.C(=O)([O-])[O-].[K+].[K+].Cl. (3) Given the product [NH2:1][C:2]1[N:3]=[CH:4][C:5]([B:19]([OH:20])[OH:18])=[CH:6][C:7]=1[CH2:8][OH:9], predict the reactants needed to synthesize it. The reactants are: [NH2:1][C:2]1[C:7]([CH2:8][OH:9])=[CH:6][C:5](Br)=[CH:4][N:3]=1.CC([O-])=O.[K+].CC1(C)C(C)(C)[O:20][B:19](B2OC(C)(C)C(C)(C)O2)[O:18]1.O.